Dataset: Full USPTO retrosynthesis dataset with 1.9M reactions from patents (1976-2016). Task: Predict the reactants needed to synthesize the given product. (1) Given the product [CH:21]1([C:2]2[C:11]3[C:6](=[CH:7][C:8]([O:12][CH3:13])=[CH:9][CH:10]=3)[CH:5]=[C:4]([NH:14][C:15]3[CH:19]=[C:18]([CH3:20])[NH:17][N:16]=3)[N:3]=2)[CH2:26][CH2:25][CH2:24][CH2:23][CH2:22]1, predict the reactants needed to synthesize it. The reactants are: Cl[C:2]1[C:11]2[C:6](=[CH:7][C:8]([O:12][CH3:13])=[CH:9][CH:10]=2)[CH:5]=[C:4]([NH:14][C:15]2[CH:19]=[C:18]([CH3:20])[NH:17][N:16]=2)[N:3]=1.[CH:21]1([Mg]Br)[CH2:26][CH2:25][CH2:24][CH2:23][CH2:22]1. (2) Given the product [C:1]([O:5][C:6](=[O:7])[NH:8][C@@H:9]([C:10](=[O:12])[NH:38][C:32]1[CH:31]=[C:30]([Cl:29])[C:35]([F:36])=[C:34]([Cl:37])[CH:33]=1)[CH3:13])([CH3:2])([CH3:3])[CH3:4], predict the reactants needed to synthesize it. The reactants are: [C:1]([O:5][C:6]([NH:8][C@H:9]([CH3:13])[C:10]([OH:12])=O)=[O:7])([CH3:4])([CH3:3])[CH3:2].CN1CCOCC1.ClC(OCC(C)C)=O.[Cl:29][C:30]1[CH:31]=[C:32]([NH2:38])[CH:33]=[C:34]([Cl:37])[C:35]=1[F:36]. (3) Given the product [C:1]([C:5]1[N:6]=[C:7]([N:22]2[CH2:23][CH2:24][C@H:26]([OH:25])[CH2:27]2)[C:8]2[N:13]=[N:12][N:11]([CH2:14][C:15]3[CH:20]=[CH:19][CH:18]=[CH:17][C:16]=3[Cl:21])[C:9]=2[N:10]=1)([CH3:2])([CH3:3])[CH3:4], predict the reactants needed to synthesize it. The reactants are: [C:1]([C:5]1[N:6]=[C:7]([N:22]2[CH2:27][CH2:26][O:25][CH2:24][CH2:23]2)[C:8]2[N:13]=[N:12][N:11]([CH2:14][C:15]3[CH:20]=[CH:19][CH:18]=[CH:17][C:16]=3[Cl:21])[C:9]=2[N:10]=1)([CH3:4])([CH3:3])[CH3:2].C(C1N=C(Cl)C2N=NN(CC3C=CC=CC=3Cl)C=2N=1)(C)(C)C.N1CC[C@H](O)C1. (4) Given the product [NH2:15][C:16]1[CH:24]=[C:23]([F:25])[CH:22]=[C:21]2[C:17]=1[CH:18]=[CH:19][N:20]2[C:26]([C:33]1[CH:34]=[CH:35][C:36]([Cl:39])=[CH:37][CH:38]=1)([CH2:31][CH3:32])[C:27]([O:29][CH3:30])=[O:28], predict the reactants needed to synthesize it. The reactants are: FC(F)(F)C(O)=O.C(OC([NH:15][C:16]1[CH:24]=[C:23]([F:25])[CH:22]=[C:21]2[C:17]=1[CH:18]=[CH:19][N:20]2[C:26]([C:33]1[CH:38]=[CH:37][C:36]([Cl:39])=[CH:35][CH:34]=1)([CH2:31][CH3:32])[C:27]([O:29][CH3:30])=[O:28])=O)(C)(C)C.